Task: Predict the reaction yield, written as a fraction of the theoretical maximum amount of product (1.0 means a 100% yield; for example, 0.34 means a 34% yield).. Dataset: Reaction yield outcomes from USPTO patents with 853,638 reactions (1) The reactants are [CH3:1][O:2][C:3]1[C:4](=[O:25])[N:5]([CH3:24])[NH:6][C:7](=[O:23])[C:8]=1[C:9]1[CH:14]=[CH:13][C:12]([C:15]([F:18])([F:17])[F:16])=[CH:11][C:10]=1[S:19]([CH3:22])(=[O:21])=[O:20].C(=O)([O-])[O-].[K+].[K+].CN(C)C=O.I[CH2:38][CH2:39][CH3:40]. The catalyst is O. The product is [CH3:1][O:2][C:3]1[C:4](=[O:25])[N:5]([CH3:24])[N:6]=[C:7]([O:23][CH2:38][CH2:39][CH3:40])[C:8]=1[C:9]1[CH:14]=[CH:13][C:12]([C:15]([F:16])([F:17])[F:18])=[CH:11][C:10]=1[S:19]([CH3:22])(=[O:21])=[O:20]. The yield is 0.990. (2) The reactants are [O:1]=[C:2]1[CH:8](C(OC)=O)[CH2:7][C:6]2[CH:13]=[CH:14][CH:15]=[CH:16][C:5]=2[CH2:4][CH:3]1C(OC)=O.[OH-].[K+]. The catalyst is C(O)C. The product is [CH:13]1[C:6]2[CH2:7][CH2:8][C:2](=[O:1])[CH2:3][CH2:4][C:5]=2[CH:16]=[CH:15][CH:14]=1. The yield is 0.570. (3) The reactants are C[N:2]1[CH2:7]COCC1.ClC(OCC)=[O:10].[C:14]([CH2:16][CH2:17][O:18][C:19]([CH2:21][C:22]1([CH2:28]C(O)=O)[CH2:27][CH2:26][CH2:25][CH2:24][CH2:23]1)=[O:20])#[N:15].[N-]=[N+]=[N-].[Na+]. The catalyst is C1COCC1. The product is [N:2]([CH2:28][C:22]1([CH2:21][C:19]([O:18][CH2:17][CH2:16][C:14]#[N:15])=[O:20])[CH2:23][CH2:24][CH2:25][CH2:26][CH2:27]1)=[C:7]=[O:10]. The yield is 0.640. (4) The reactants are [CH3:1][C:2]1[C:6]([S:7]([NH2:10])(=[O:9])=[O:8])=[C:5]([CH3:11])[O:4][N:3]=1.[F:12][C:13]1[CH:41]=[CH:40][C:16]([CH2:17][O:18][C:19]2[CH:24]=[CH:23][CH:22]=[CH:21][C:20]=2[C:25]2[N:26]([C:31]3[CH:32]=[C:33]([CH:37]=[CH:38][CH:39]=3)[C:34](O)=[O:35])[C:27]([CH3:30])=[CH:28][CH:29]=2)=[CH:15][CH:14]=1.C(C1NC=CN=1)(C1NC=CN=1)=O.C(N(C(C)C)CC)(C)C. The catalyst is ClCCl. The product is [F:12][C:13]1[CH:41]=[CH:40][C:16]([CH2:17][O:18][C:19]2[CH:24]=[CH:23][CH:22]=[CH:21][C:20]=2[C:25]2[N:26]([C:31]3[CH:32]=[C:33]([CH:37]=[CH:38][CH:39]=3)[C:34]([NH:10][S:7]([C:6]3[C:2]([CH3:1])=[N:3][O:4][C:5]=3[CH3:11])(=[O:9])=[O:8])=[O:35])[C:27]([CH3:30])=[CH:28][CH:29]=2)=[CH:15][CH:14]=1. The yield is 0.210. (5) The reactants are [CH3:1][N:2]([C:7]1[N:12]=[C:11]([NH:13][CH2:14][CH2:15][CH3:16])[N:10]=[C:9]([NH:17][CH2:18][C:19]#[CH:20])[N:8]=1)[O:3][CH2:4][C:5]#[CH:6].[ClH:21].C(OCC)C.Cl.C(NC1N=C(NCCC)N=C(N(CC#C)OC)N=1)CC. No catalyst specified. The product is [ClH:21].[CH3:1][N:2]([C:7]1[N:12]=[C:11]([NH:13][CH2:14][CH2:15][CH3:16])[N:10]=[C:9]([NH:17][CH2:18][C:19]#[CH:20])[N:8]=1)[O:3][CH2:4][C:5]#[CH:6]. The yield is 1.00. (6) The product is [O:8]=[C:9]1[CH:14]=[C:13]([O:15][CH:16]2[CH2:21][CH2:20][N:19]([C:22]([O:24][C:25]([CH3:28])([CH3:27])[CH3:26])=[O:23])[CH2:18][CH2:17]2)[CH:12]=[CH:11][N:10]1[C:2]1[CH:3]=[N:4][CH:5]=[CH:6][CH:7]=1. The yield is 0.640. The reactants are I[C:2]1[CH:3]=[N:4][CH:5]=[CH:6][CH:7]=1.[O:8]=[C:9]1[CH:14]=[C:13]([O:15][CH:16]2[CH2:21][CH2:20][N:19]([C:22]([O:24][C:25]([CH3:28])([CH3:27])[CH3:26])=[O:23])[CH2:18][CH2:17]2)[CH:12]=[CH:11][NH:10]1.N1C2C(=CC=CC=2O)C=CC=1.C(=O)([O-])[O-].[Cs+].[Cs+]. The catalyst is CS(C)=O.O.[Cu]I.